From a dataset of Experimentally validated miRNA-target interactions with 360,000+ pairs, plus equal number of negative samples. Binary Classification. Given a miRNA mature sequence and a target amino acid sequence, predict their likelihood of interaction. (1) Result: 0 (no interaction). The protein sequence of the target gene is MASVQQGEKQLFEKFWRGTFKAVATPRPESIIVASITARKPLPRTEPQNNPVVPAQDGPSEKLGQHLATEPLGTNSWERDKTCRELGATRGHSASHDKDLTPPPSSRGKKKKKKSTRKKRRRSSSYSPSPVKKKKKKSSKKHKRRRSFSKKRRHSSSSPKSKRRDEKRHKKQSRSRPRKSHRHRHHRCPSRSQSSESRPSSCESRHRGRSPEEGQKSRRRHSRRCSKTLCKDSPEAQSSRPPSQPLQMLGYLSARGVITGSGSAADLFTKTASPLTTSRGRSQEYDSGNDTSSPPSTQTS.... The miRNA is hsa-miR-4799-3p with sequence ACUGGCAUGCUGCAUUUAUAUA. (2) The miRNA is hsa-miR-520f-3p with sequence AAGUGCUUCCUUUUAGAGGGUU. The protein sequence of the target gene is MVFRRFVEVGRVAYVSFGPHAGKLVAIVDVIDQNRALVDGPCTQVRRQAMPFKCMQLTDFILKFPHSAHQKYVRQAWQKADINTKWAATRWAKKIEARERKAKMTDFDRFKVMKAKKMRNRIIKNEVKKLQKAALLKASPKKAPGTKGTAAAAAAAAAAKVPAKKITAASKKAPAQKVPAQKATGQKAAPAPKAQKGQKAPAQKAPAPKASGKKA. Result: 1 (interaction).